Dataset: Full USPTO retrosynthesis dataset with 1.9M reactions from patents (1976-2016). Task: Predict the reactants needed to synthesize the given product. (1) Given the product [C:10]([CH:11]=[C:6]([C:5]1[S:1][CH:2]=[N:3][CH:4]=1)[O-:8])#[N:12].[Na+:14], predict the reactants needed to synthesize it. The reactants are: [S:1]1[C:5]([C:6]([O:8]C)=O)=[CH:4][N:3]=[CH:2]1.[C:10](#[N:12])[CH3:11].[H-].[Na+:14].C(OC)(C)(C)C. (2) The reactants are: [OH:1][CH2:2][C:3]1[CH:8]=[CH:7][C:6]([CH2:9][NH:10][C:11](=[O:17])[O:12][C:13]([CH3:16])([CH3:15])[CH3:14])=[CH:5][CH:4]=1.[C:18]1(O)[CH:23]=[CH:22][CH:21]=[CH:20][CH:19]=1.C1(P(C2C=CC=CC=2)C2C=CC=CC=2)C=CC=CC=1.N(C(OC(C)C)=O)=NC(OC(C)C)=O. Given the product [O:1]([CH2:2][C:3]1[CH:4]=[CH:5][C:6]([CH2:9][NH:10][C:11](=[O:17])[O:12][C:13]([CH3:14])([CH3:16])[CH3:15])=[CH:7][CH:8]=1)[C:18]1[CH:23]=[CH:22][CH:21]=[CH:20][CH:19]=1, predict the reactants needed to synthesize it. (3) Given the product [C:11]([C:15]1[CH:16]=[CH:17][C:18]([S:21]([N:24]([C:25]2[CH:26]=[N:27][C:28]([O:31][CH3:32])=[CH:29][CH:30]=2)[CH2:2][C:3]([N:8]([CH2:9][CH3:10])[CH2:6][CH3:7])=[O:4])(=[O:22])=[O:23])=[CH:19][CH:20]=1)([CH3:14])([CH3:12])[CH3:13], predict the reactants needed to synthesize it. The reactants are: Br[CH2:2][C:3](Br)=[O:4].[CH2:6]([NH:8][CH2:9][CH3:10])[CH3:7].[C:11]([C:15]1[CH:20]=[CH:19][C:18]([S:21]([NH:24][C:25]2[CH:26]=[N:27][C:28]([O:31][CH3:32])=[CH:29][CH:30]=2)(=[O:23])=[O:22])=[CH:17][CH:16]=1)([CH3:14])([CH3:13])[CH3:12]. (4) Given the product [F:32][C:26]1[CH:27]=[CH:28][CH:29]=[C:30]([F:31])[C:25]=1[C:24]([NH:23][C:21]1[CH:22]=[C:17]([C:9]2[C:8]([C:6]3[CH:5]=[CH:4][N:3]=[C:2]([NH:36][C:37]4[CH:46]=[C:45]5[C:40]([CH2:41][CH2:42][N:43]([C:47](=[O:52])[C:48]([F:51])([F:49])[F:50])[CH2:44]5)=[CH:39][CH:38]=4)[N:7]=3)=[C:12]3[CH:13]=[CH:14][CH:15]=[CH:16][N:11]3[N:10]=2)[CH:18]=[CH:19][C:20]=1[O:34][CH3:35])=[O:33], predict the reactants needed to synthesize it. The reactants are: Cl[C:2]1[N:7]=[C:6]([C:8]2[C:9]([C:17]3[CH:18]=[CH:19][C:20]([O:34][CH3:35])=[C:21]([NH:23][C:24](=[O:33])[C:25]4[C:30]([F:31])=[CH:29][CH:28]=[CH:27][C:26]=4[F:32])[CH:22]=3)=[N:10][N:11]3[CH:16]=[CH:15][CH:14]=[CH:13][C:12]=23)[CH:5]=[CH:4][N:3]=1.[NH2:36][C:37]1[CH:46]=[C:45]2[CH:40]([CH2:41][CH2:42][N:43]([C:47](=[O:52])[C:48]([F:51])([F:50])[F:49])[CH2:44]2)[CH2:39][CH:38]=1.Cl. (5) Given the product [Si:13]([O:20][C:21]1[CH:22]=[CH:23][CH:24]=[C:25]2[C:30]=1[N:29]=[C:28]([C:31]1[N:35]3[CH:36]=[CH:37][C:38]([CH2:40][N:43]4[C:44](=[O:51])[C:45]5[C:50](=[CH:49][CH:48]=[CH:47][CH:46]=5)[C:42]4=[O:52])=[CH:39][C:34]3=[N:33][N:32]=1)[CH:27]=[CH:26]2)([C:16]([CH3:17])([CH3:18])[CH3:19])([CH3:14])[CH3:15], predict the reactants needed to synthesize it. The reactants are: CCOC(/N=N/C(OCC)=O)=O.[Si:13]([O:20][C:21]1[CH:22]=[CH:23][CH:24]=[C:25]2[C:30]=1[N:29]=[C:28]([C:31]1[N:35]3[CH:36]=[CH:37][C:38]([CH2:40]O)=[CH:39][C:34]3=[N:33][N:32]=1)[CH:27]=[CH:26]2)([C:16]([CH3:19])([CH3:18])[CH3:17])([CH3:15])[CH3:14].[C:42]1(=[O:52])[C:50]2[C:45](=[CH:46][CH:47]=[CH:48][CH:49]=2)[C:44](=[O:51])[NH:43]1.C1(P(C2C=CC=CC=2)C2C=CC=CC=2)C=CC=CC=1. (6) Given the product [Br:15][C:16]1[CH:23]=[CH:22][CH:21]=[C:20]([N:9]2[CH2:8][CH2:7][C:6]3[C:11](=[CH:12][CH:13]=[C:4]([CH:1]4[CH2:3][CH2:2]4)[CH:5]=3)[C:10]2=[O:14])[C:17]=1[CH:18]=[O:19], predict the reactants needed to synthesize it. The reactants are: [CH:1]1([C:4]2[CH:5]=[C:6]3[C:11](=[CH:12][CH:13]=2)[C:10](=[O:14])[NH:9][CH2:8][CH2:7]3)[CH2:3][CH2:2]1.[Br:15][C:16]1[CH:23]=[CH:22][CH:21]=[C:20](Br)[C:17]=1[CH:18]=[O:19].C(Cl)(Cl)Cl.C(=O)([O-])[O-].[Cs+].[Cs+]. (7) Given the product [CH3:1][O:2][C:3]1[C:23]2[CH:22]([C:28]#[C:29][CH3:30])[N:10]3[CH2:11][CH2:12][C:13]4[C:18]([C:9]3=[C:8]([CH3:24])[C:7]=2[CH:6]=[CH:5][C:4]=1[O:25][CH3:26])=[CH:17][C:16]1[O:19][CH2:20][O:21][C:15]=1[CH:14]=4, predict the reactants needed to synthesize it. The reactants are: [CH3:1][O:2][C:3]1[C:23]2[CH2:22][NH+:10]3[CH2:11][CH2:12][C:13]4[C:18]([C:9]3=[C:8]([CH3:24])[C:7]=2[CH:6]=[CH:5][C:4]=1[O:25][CH3:26])=[CH:17][C:16]1[O:19][CH2:20][O:21][C:15]=1[CH:14]=4.[I-].[C:28]([Mg]Br)#[C:29][CH3:30].O1CCCC1. (8) The reactants are: [CH3:1][C:2]([C:4]1[CH:9]=[C:8]([O:10][CH3:11])[C:7]([O:12][CH3:13])=[C:6]([O:14][CH3:15])[CH:5]=1)=[O:3].[CH3:16][O:17][C:18]1[CH:23]=[CH:22][C:21]([NH:24][C:25]2[N:32]=[CH:31][CH:30]=[CH:29][C:26]=2[CH:27]=O)=[CH:20][CH:19]=1.Cl. Given the product [CH3:16][O:17][C:18]1[CH:19]=[CH:20][C:21]([NH:24][C:25]2[C:26](/[CH:27]=[CH:1]/[C:2]([C:4]3[CH:5]=[C:6]([O:14][CH3:15])[C:7]([O:12][CH3:13])=[C:8]([O:10][CH3:11])[CH:9]=3)=[O:3])=[CH:29][CH:30]=[CH:31][N:32]=2)=[CH:22][CH:23]=1, predict the reactants needed to synthesize it. (9) Given the product [NH2:1][C:2]1[N:7]=[C:6]([N:8]2[CH2:29][CH2:28][C:11]3([CH2:15][N:14]([C:16]([O:18][C:19]([CH3:22])([CH3:21])[CH3:20])=[O:17])[C@H:13]([C:23]([O:25][CH2:26][CH3:27])=[O:24])[CH2:12]3)[CH2:10][CH2:9]2)[CH:5]=[C:4]([CH2:30][O:31][C:32]2[CH:37]=[CH:36][C:35]([C:45]3[CH:44]=[C:43]4[C:48]([C:40]([CH3:39])=[N:41][NH:42]4)=[CH:47][CH:46]=3)=[CH:34][CH:33]=2)[N:3]=1, predict the reactants needed to synthesize it. The reactants are: [NH2:1][C:2]1[N:7]=[C:6]([N:8]2[CH2:29][CH2:28][C:11]3([CH2:15][N:14]([C:16]([O:18][C:19]([CH3:22])([CH3:21])[CH3:20])=[O:17])[C@H:13]([C:23]([O:25][CH2:26][CH3:27])=[O:24])[CH2:12]3)[CH2:10][CH2:9]2)[CH:5]=[C:4]([CH2:30][O:31][C:32]2[CH:37]=[CH:36][C:35](Br)=[CH:34][CH:33]=2)[N:3]=1.[CH3:39][C:40]1[C:48]2[C:43](=[CH:44][C:45](B3OC(C)(C)C(C)(C)O3)=[CH:46][CH:47]=2)[NH:42][N:41]=1.C([O-])([O-])=O.[Na+].[Na+]. (10) The reactants are: Cl[C:2]1[CH:9]=[CH:8][CH:7]=[C:6](Cl)[C:3]=1[CH:4]=[O:5].C(N[CH:15]([CH3:17])C)(C)C.P(C(C)(C)C)(C(C)(C)C)C(C)(C)C.[CH3:31][Si:32]([C:35]#[CH:36])([CH3:34])[CH3:33]. Given the product [CH3:31][Si:32]([CH3:34])([CH3:33])[C:35]#[C:36][C:2]1[CH:9]=[CH:8][CH:7]=[C:6]([C:17]#[C:15][Si:32]([CH3:34])([CH3:33])[CH3:31])[C:3]=1[CH:4]=[O:5], predict the reactants needed to synthesize it.